Predict the product of the given reaction. From a dataset of Forward reaction prediction with 1.9M reactions from USPTO patents (1976-2016). (1) The product is: [CH3:42][C:32]1[CH:37]=[CH:36][C:35]([S:38]([O:1][CH2:2][CH2:3][O:4][CH2:5][CH2:6][O:7][CH2:8][CH2:9][O:10][CH2:11][CH2:12][O:13][N:14]2[C:15](=[O:24])[C:16]3[C:21](=[CH:20][CH:19]=[CH:18][CH:17]=3)[C:22]2=[O:23])(=[O:40])=[O:39])=[CH:34][CH:33]=1. Given the reactants [OH:1][CH2:2][CH2:3][O:4][CH2:5][CH2:6][O:7][CH2:8][CH2:9][O:10][CH2:11][CH2:12][O:13][N:14]1[C:22](=[O:23])[C:21]2[C:16](=[CH:17][CH:18]=[CH:19][CH:20]=2)[C:15]1=[O:24].C(N(CC)CC)C.[C:32]1([CH3:42])[CH:37]=[CH:36][C:35]([S:38](Cl)(=[O:40])=[O:39])=[CH:34][CH:33]=1, predict the reaction product. (2) Given the reactants [C:1]([NH:9][C:10]1[S:11][CH2:12][CH:13]2[CH2:18][N:17]([C:19]([O:21][CH2:22][C:23]3[CH:28]=[CH:27][CH:26]=[CH:25][CH:24]=3)=[O:20])[CH2:16][C:14]2([C:29]2[S:30][CH:31]=[CH:32][CH:33]=2)[N:15]=1)(=[O:8])[C:2]1[CH:7]=[CH:6][CH:5]=[CH:4][CH:3]=1.CO.C(#N)C.C(N(CC)C)C, predict the reaction product. The product is: [C:1]([NH:9][C:10]1[S:11][CH2:12][C@@H:13]2[CH2:18][N:17]([C:19]([O:21][CH2:22][C:23]3[CH:24]=[CH:25][CH:26]=[CH:27][CH:28]=3)=[O:20])[CH2:16][C@:14]2([C:29]2[S:30][CH:31]=[CH:32][CH:33]=2)[N:15]=1)(=[O:8])[C:2]1[CH:3]=[CH:4][CH:5]=[CH:6][CH:7]=1. (3) The product is: [Cl:25][C:17]1[CH:18]=[C:19]([Cl:24])[C:20]([O:22][CH3:23])=[CH:21][C:16]=1[NH:15][C:9]1[C:8]2[C:13](=[CH:14][C:5]([OH:4])=[CH:6][C:7]=2[O:26][CH:27]2[CH2:32][CH2:31][O:30][CH2:29][CH2:28]2)[N:12]=[CH:11][N:10]=1. Given the reactants C([O:4][C:5]1[CH:14]=[C:13]2[C:8]([C:9]([NH:15][C:16]3[CH:21]=[C:20]([O:22][CH3:23])[C:19]([Cl:24])=[CH:18][C:17]=3[Cl:25])=[N:10][CH:11]=[N:12]2)=[C:7]([O:26][CH:27]2[CH2:32][CH2:31][O:30][CH2:29][CH2:28]2)[CH:6]=1)(=O)C.N, predict the reaction product. (4) Given the reactants [N:1]([C:4]1[CH:13]=[CH:12][C:7]([C:8]([O:10][CH3:11])=[O:9])=[CH:6][C:5]=1[O:14][CH2:15][CH3:16])=[N+:2]=[N-:3].[C:17]([O:21][CH2:22][CH3:23])(=[O:20])[C:18]#[CH:19], predict the reaction product. The product is: [CH2:15]([O:14][C:5]1[CH:6]=[C:7]([C:8]([O:10][CH3:11])=[O:9])[CH:12]=[CH:13][C:4]=1[N:1]1[CH:19]=[C:18]([C:17]([O:21][CH2:22][CH3:23])=[O:20])[N:3]=[N:2]1)[CH3:16]. (5) Given the reactants [F:1][C:2]([F:9])([F:8])[CH2:3][C@@H:4]([CH3:7])[CH2:5][OH:6].CC(OI1(OC(C)=O)(OC(C)=O)OC(=O)C2C=CC=CC1=2)=O.[O-]S([O-])(=S)=O.[Na+].[Na+], predict the reaction product. The product is: [F:1][C:2]([F:9])([F:8])[CH2:3][C@@H:4]([CH3:7])[CH:5]=[O:6]. (6) The product is: [NH2:1][C:2]1[S:3][C:4]([Cl:14])=[C:5]([C:7](=[N:11][O:12][CH3:13])[C:8]([OH:10])=[O:9])[N:6]=1. Given the reactants [NH2:1][C:2]1[S:3][CH:4]=[C:5]([C:7](=[N:11][O:12][CH3:13])[C:8]([OH:10])=[O:9])[N:6]=1.[Cl:14]N1C(=O)CCC1=O, predict the reaction product.